Dataset: Full USPTO retrosynthesis dataset with 1.9M reactions from patents (1976-2016). Task: Predict the reactants needed to synthesize the given product. (1) Given the product [Br:7][C:8]1[CH:9]=[CH:10][C:11]([C:14]2[C:18]3[CH2:19][N:20]([C:23](=[O:25])[CH3:24])[CH2:21][CH2:22][C:17]=3[N:16]([CH2:26][CH:28]3[CH2:29][O:30]3)[N:15]=2)=[CH:12][CH:13]=1, predict the reactants needed to synthesize it. The reactants are: C([O-])([O-])=O.[Cs+].[Cs+].[Br:7][C:8]1[CH:13]=[CH:12][C:11]([C:14]2[C:18]3[CH2:19][N:20]([C:23](=[O:25])[CH3:24])[CH2:21][CH2:22][C:17]=3[NH:16][N:15]=2)=[CH:10][CH:9]=1.[CH2:26]([CH:28]1[O:30][CH2:29]1)Cl. (2) Given the product [CH3:22][C:21]1[C:16]([N:13]2[CH2:14][CH2:15][N:10]([C:8]([C:5]3[CH:6]=[CH:7][C:2]([N:27]4[CH2:28][CH2:29][O:25][C:26]4=[O:30])=[C:3]([F:24])[CH:4]=3)=[O:9])[CH2:11][CH2:12]2)=[N:17][CH:18]=[C:19]([CH3:23])[CH:20]=1, predict the reactants needed to synthesize it. The reactants are: Br[C:2]1[CH:7]=[CH:6][C:5]([C:8]([N:10]2[CH2:15][CH2:14][N:13]([C:16]3[C:21]([CH3:22])=[CH:20][C:19]([CH3:23])=[CH:18][N:17]=3)[CH2:12][CH2:11]2)=[O:9])=[CH:4][C:3]=1[F:24].[O:25]1[CH2:29][CH2:28][NH:27][C:26]1=[O:30]. (3) Given the product [CH2:1]([C@H:3]1[N:12]([C:13](=[O:22])[C:14]2[CH:19]=[CH:18][C:17]([O:20][CH3:21])=[CH:16][CH:15]=2)[C:11]2[C:6](=[CH:7][CH:8]=[C:9]([F:23])[CH:10]=2)[N:5]([CH2:26][CH2:27][CH2:28][CH2:29][CH3:30])[C:4]1=[O:24])[CH3:2], predict the reactants needed to synthesize it. The reactants are: [CH2:1]([C@H:3]1[N:12]([C:13](=[O:22])[C:14]2[CH:19]=[CH:18][C:17]([O:20][CH3:21])=[CH:16][CH:15]=2)[C:11]2[C:6](=[CH:7][CH:8]=[C:9]([F:23])[CH:10]=2)[NH:5][C:4]1=[O:24])[CH3:2].Br[CH2:26][CH2:27][CH2:28][CH2:29][CH3:30].[I-].[K+].C([C@H]1N(C(=O)C2C=CC=C(OC)C=2)C2C(=CC(F)=CC=2)N(C)C1=O)C. (4) Given the product [Cl:1][C:2]1[CH:9]=[CH:8][C:5]([C:6]#[N:7])=[C:4]([O:22][C:18]2[CH:19]=[CH:20][CH:21]=[C:16]([CH2:15][N:13]([CH3:12])[CH3:14])[C:17]=2[S:23][CH2:24][CH3:25])[CH:3]=1, predict the reactants needed to synthesize it. The reactants are: [Cl:1][C:2]1[CH:9]=[CH:8][C:5]([C:6]#[N:7])=[C:4](F)[CH:3]=1.Br.[CH3:12][N:13]([CH2:15][C:16]1[C:17]([S:23][CH2:24][CH3:25])=[C:18]([OH:22])[CH:19]=[CH:20][CH:21]=1)[CH3:14].C(=O)([O-])[O-].[Cs+].[Cs+].O. (5) The reactants are: [CH3:1][C:2]1[CH:7]=[CH:6][CH:5]=[CH:4][C:3]=1[C:8]1[C:17]([NH:18]C(=O)OCC2C=CC=CC=2)=[CH:16][CH:15]=[C:14]2[C:9]=1[CH:10]=[CH:11][C:12]([N:29]1[CH2:34][CH2:33][O:32][CH2:31][CH2:30]1)=[N:13]2.[H][H]. Given the product [CH3:1][C:2]1[CH:7]=[CH:6][CH:5]=[CH:4][C:3]=1[C:8]1[C:17]([NH2:18])=[CH:16][CH:15]=[C:14]2[C:9]=1[CH:10]=[CH:11][C:12]([N:29]1[CH2:34][CH2:33][O:32][CH2:31][CH2:30]1)=[N:13]2, predict the reactants needed to synthesize it. (6) Given the product [Cl:15][C:16]1[C:24]([C:25]([OH:27])=[O:26])=[CH:23][C:22]([O:29][CH3:30])=[C:21]2[C:17]=1[CH:18]=[CH:19][NH:20]2, predict the reactants needed to synthesize it. The reactants are: ClC1C(C(O)=O)=CC(C)=C2C=1C=CN2.[Cl:15][C:16]1[C:24]([C:25]([O:27]C)=[O:26])=[CH:23][C:22]([O:29][CH3:30])=[C:21]2[C:17]=1[CH:18]=[CH:19][NH:20]2. (7) Given the product [NH2:38][CH:35]1[CH2:36][CH2:37][N:32]([CH2:31][CH2:30][C:29]([NH:28][CH:14]2[CH2:13][C:9]3[CH:10]=[CH:11][CH:12]=[C:7]([C:6]([OH:5])=[O:49])[C:8]=3[O:23][B:15]2[OH:16])=[O:46])[CH2:33][CH2:34]1, predict the reactants needed to synthesize it. The reactants are: C([O:5][C:6](=[O:49])[C:7]1[CH:12]=[CH:11][CH:10]=[C:9]([CH2:13][CH:14]([NH:28][C:29](=[O:46])[CH2:30][CH2:31][N:32]2[CH2:37][CH2:36][CH:35]([NH:38]C(OC(C)(C)C)=O)[CH2:34][CH2:33]2)[B:15]2[O:23]C3C(C)(C4CC(C3)C4(C)C)[O:16]2)[C:8]=1OC)(C)(C)C.B(Cl)(Cl)Cl. (8) Given the product [Cl:1][C:2]1[CH:3]=[CH:4][C:5]([C:6]([NH:8][CH:9]([C:10](=[O:11])[NH:27][CH2:28][CH2:29][C:30]2[NH:34][CH:33]=[N:32][CH:31]=2)[CH2:13][C:14]2[C:23]3[C:18](=[CH:19][CH:20]=[CH:21][CH:22]=3)[NH:17][C:16](=[O:24])[CH:15]=2)=[O:7])=[CH:25][CH:26]=1, predict the reactants needed to synthesize it. The reactants are: [Cl:1][C:2]1[CH:26]=[CH:25][C:5]([C:6]([NH:8][CH:9]([CH2:13][C:14]2[C:23]3[C:18](=[CH:19][CH:20]=[CH:21][CH:22]=3)[NH:17][C:16](=[O:24])[CH:15]=2)[C:10](O)=[O:11])=[O:7])=[CH:4][CH:3]=1.[NH2:27][CH2:28][CH2:29][C:30]1[N:34]=[CH:33][NH:32][CH:31]=1.